From a dataset of NCI-60 drug combinations with 297,098 pairs across 59 cell lines. Regression. Given two drug SMILES strings and cell line genomic features, predict the synergy score measuring deviation from expected non-interaction effect. (1) Drug 1: C1=CC(=CC=C1C#N)C(C2=CC=C(C=C2)C#N)N3C=NC=N3. Drug 2: CC1C(C(CC(O1)OC2CC(OC(C2O)C)OC3=CC4=CC5=C(C(=O)C(C(C5)C(C(=O)C(C(C)O)O)OC)OC6CC(C(C(O6)C)O)OC7CC(C(C(O7)C)O)OC8CC(C(C(O8)C)O)(C)O)C(=C4C(=C3C)O)O)O)O. Cell line: SK-OV-3. Synergy scores: CSS=49.4, Synergy_ZIP=2.10, Synergy_Bliss=0.596, Synergy_Loewe=-15.2, Synergy_HSA=0.168. (2) Drug 1: CCCS(=O)(=O)NC1=C(C(=C(C=C1)F)C(=O)C2=CNC3=C2C=C(C=N3)C4=CC=C(C=C4)Cl)F. Drug 2: COC1=CC(=CC(=C1O)OC)C2C3C(COC3=O)C(C4=CC5=C(C=C24)OCO5)OC6C(C(C7C(O6)COC(O7)C8=CC=CS8)O)O. Cell line: DU-145. Synergy scores: CSS=31.0, Synergy_ZIP=-0.149, Synergy_Bliss=0.498, Synergy_Loewe=-33.9, Synergy_HSA=-1.69. (3) Drug 1: CC1C(C(CC(O1)OC2CC(CC3=C2C(=C4C(=C3O)C(=O)C5=C(C4=O)C(=CC=C5)OC)O)(C(=O)C)O)N)O.Cl. Drug 2: CCCS(=O)(=O)NC1=C(C(=C(C=C1)F)C(=O)C2=CNC3=C2C=C(C=N3)C4=CC=C(C=C4)Cl)F. Cell line: OVCAR3. Synergy scores: CSS=21.7, Synergy_ZIP=-5.96, Synergy_Bliss=0.555, Synergy_Loewe=-6.00, Synergy_HSA=-1.39. (4) Drug 1: C1=NC2=C(N=C(N=C2N1C3C(C(C(O3)CO)O)F)Cl)N. Drug 2: C(CN)CNCCSP(=O)(O)O. Cell line: HOP-92. Synergy scores: CSS=9.74, Synergy_ZIP=0.482, Synergy_Bliss=10.2, Synergy_Loewe=-10.5, Synergy_HSA=4.38. (5) Drug 1: CNC(=O)C1=CC=CC=C1SC2=CC3=C(C=C2)C(=NN3)C=CC4=CC=CC=N4. Drug 2: CC1C(C(CC(O1)OC2CC(OC(C2O)C)OC3=CC4=CC5=C(C(=O)C(C(C5)C(C(=O)C(C(C)O)O)OC)OC6CC(C(C(O6)C)O)OC7CC(C(C(O7)C)O)OC8CC(C(C(O8)C)O)(C)O)C(=C4C(=C3C)O)O)O)O. Cell line: 786-0. Synergy scores: CSS=29.9, Synergy_ZIP=15.5, Synergy_Bliss=20.2, Synergy_Loewe=19.9, Synergy_HSA=19.8. (6) Drug 1: COC1=C(C=C2C(=C1)N=CN=C2NC3=CC(=C(C=C3)F)Cl)OCCCN4CCOCC4. Drug 2: COC1=NC(=NC2=C1N=CN2C3C(C(C(O3)CO)O)O)N. Cell line: SNB-19. Synergy scores: CSS=9.10, Synergy_ZIP=4.48, Synergy_Bliss=6.85, Synergy_Loewe=-8.24, Synergy_HSA=0.336. (7) Drug 1: C1=CC2=C(C(=C1)O)C(=O)C3=C(C2=O)C(=CC=C3)S(=O)(=O)N. Drug 2: CC1(CCC2(CCC3(C(C2C1)C(=O)C=C4C3(CCC5C4(C=C(C(=O)C5(C)C)C#N)C)C)C)C(=O)OC)C. Cell line: SN12C. Synergy scores: CSS=2.00, Synergy_ZIP=-1.96, Synergy_Bliss=-1.96, Synergy_Loewe=-0.000370, Synergy_HSA=-0.000895.